From a dataset of Forward reaction prediction with 1.9M reactions from USPTO patents (1976-2016). Predict the product of the given reaction. (1) Given the reactants [CH3:1][C:2]([OH:15])([C:9]#[C:10][Si](C)(C)C)[CH2:3][N:4]1[CH:8]=[N:7][CH:6]=[N:5]1.[F-].C([N+](CCCC)(CCCC)CCCC)CCC.Cl[C:35]1[N:40]=[C:39]([C@@H:41]([NH:51][C:52](=[O:69])[CH2:53][N:54]2[C:58]3[C:59]([F:64])([F:63])[C@@H:60]4[CH2:62][C@@H:61]4[C:57]=3[C:56]([C:65]([F:68])([F:67])[F:66])=[N:55]2)[CH2:42][C:43]2[CH:48]=[C:47]([F:49])[CH:46]=[C:45]([F:50])[CH:44]=2)[C:38]([C:70]2[CH:71]=[CH:72][C:73]([Cl:85])=[C:74]3[C:78]=2[N:77]([CH3:79])[N:76]=[C:75]3[NH:80][S:81]([CH3:84])(=[O:83])=[O:82])=[CH:37][CH:36]=1.C(NCC)C, predict the reaction product. The product is: [Cl:85][C:73]1[CH:72]=[CH:71][C:70]([C:38]2[C:39]([C@@H:41]([NH:51][C:52](=[O:69])[CH2:53][N:54]3[C:58]4[C:59]([F:63])([F:64])[C@@H:60]5[CH2:62][C@@H:61]5[C:57]=4[C:56]([C:65]([F:66])([F:67])[F:68])=[N:55]3)[CH2:42][C:43]3[CH:48]=[C:47]([F:49])[CH:46]=[C:45]([F:50])[CH:44]=3)=[N:40][C:35]([C:10]#[C:9][C:2]([OH:15])([CH3:1])[CH2:3][N:4]3[CH:8]=[N:7][CH:6]=[N:5]3)=[CH:36][CH:37]=2)=[C:78]2[C:74]=1[C:75]([NH:80][S:81]([CH3:84])(=[O:82])=[O:83])=[N:76][N:77]2[CH3:79]. (2) Given the reactants [NH2:1][C:2]1[C:7]([C:8]2[S:12][C:11]3[CH:13]=[CH:14][C:15]([NH:17][C:18]([NH:20][C:21]4[CH:26]=[CH:25][C:24]([Cl:27])=[C:23]([C:28]([F:31])([F:30])[F:29])[CH:22]=4)=[O:19])=[CH:16][C:10]=3[CH:9]=2)=[CH:6][C:5]([C:32]2[N:33]=[N:34][NH:35][N:36]=2)=[CH:4][N:3]=1.C(=O)([O-])[O-].[K+].[K+].Br[CH2:44][CH2:45][O:46][Si:47]([C:50]([CH3:53])([CH3:52])[CH3:51])([CH3:49])[CH3:48], predict the reaction product. The product is: [NH2:1][C:2]1[C:7]([C:8]2[S:12][C:11]3[CH:13]=[CH:14][C:15]([NH:17][C:18]([NH:20][C:21]4[CH:26]=[CH:25][C:24]([Cl:27])=[C:23]([C:28]([F:31])([F:30])[F:29])[CH:22]=4)=[O:19])=[CH:16][C:10]=3[CH:9]=2)=[CH:6][C:5]([C:32]2[N:33]=[N:34][N:35]([CH2:44][CH2:45][O:46][Si:47]([C:50]([CH3:53])([CH3:52])[CH3:51])([CH3:49])[CH3:48])[N:36]=2)=[CH:4][N:3]=1. (3) Given the reactants [O:1]([C:9]1[CH:10]=[CH:11][C:12]2[CH2:13][C@H:14]3[NH:26][CH2:25][CH2:24][C@:20]45[C:21]=2[C:22]=1[O:23][CH:19]4[CH:18]([O:27][Si:28]([C:31]([CH3:34])([CH3:33])[CH3:32])([CH3:30])[CH3:29])[CH:17]=[CH:16][C@@H:15]35)[Si:2]([C:5]([CH3:8])([CH3:7])[CH3:6])([CH3:4])[CH3:3].[C:35](#[N:38])[CH:36]=[CH2:37], predict the reaction product. The product is: [O:1]([C:9]1[CH:10]=[CH:11][C:12]2[CH2:13][C@H:14]3[N:26]([CH2:37][CH2:36][C:35]#[N:38])[CH2:25][CH2:24][C@:20]45[C:21]=2[C:22]=1[O:23][CH:19]4[CH:18]([O:27][Si:28]([C:31]([CH3:34])([CH3:33])[CH3:32])([CH3:29])[CH3:30])[CH:17]=[CH:16][C@@H:15]35)[Si:2]([C:5]([CH3:7])([CH3:6])[CH3:8])([CH3:3])[CH3:4]. (4) Given the reactants [H-].[OH-].[Li+].[C:4]([C@H:8]1[CH2:13][CH2:12][C@H:11]([O:14][C:15]2[CH:24]=[C:23]([CH3:25])[C:22]3[C:17](=[CH:18][CH:19]=[CH:20][CH:21]=3)[C:16]=2[CH2:26][N:27]2[CH2:32][CH2:31][CH:30]([C:33]([O:35]CC)=[O:34])[CH2:29][CH2:28]2)[CH2:10][CH2:9]1)([CH3:7])([CH3:6])[CH3:5].O1CCCC1.CO.O.Cl, predict the reaction product. The product is: [C:4]([C@H:8]1[CH2:13][CH2:12][C@H:11]([O:14][C:15]2[CH:24]=[C:23]([CH3:25])[C:22]3[C:17](=[CH:18][CH:19]=[CH:20][CH:21]=3)[C:16]=2[CH2:26][N:27]2[CH2:28][CH2:29][CH:30]([C:33]([OH:35])=[O:34])[CH2:31][CH2:32]2)[CH2:10][CH2:9]1)([CH3:7])([CH3:5])[CH3:6]. (5) Given the reactants [F:1][C:2]1[CH:3]=[C:4]([CH:7]=[CH:8][C:9]=1[N:10]1[CH2:15][CH2:14][O:13][CH2:12][CH2:11]1)[C:5]#N.[CH2:16]([Mg]Cl)[CH2:17][CH3:18].C1C[O:24]CC1, predict the reaction product. The product is: [F:1][C:2]1[CH:3]=[C:4]([C:5](=[O:24])[CH2:16][CH2:17][CH3:18])[CH:7]=[CH:8][C:9]=1[N:10]1[CH2:15][CH2:14][O:13][CH2:12][CH2:11]1.